This data is from Reaction yield outcomes from USPTO patents with 853,638 reactions. The task is: Predict the reaction yield, written as a fraction of the theoretical maximum amount of product (1.0 means a 100% yield; for example, 0.34 means a 34% yield). (1) The reactants are [F:1][C:2]1[CH:3]=[C:4]([C:11](=[O:13])[CH3:12])[CH:5]=[C:6]([F:10])[C:7]=1[O:8]C.Br. The catalyst is O. The product is [F:1][C:2]1[CH:3]=[C:4]([C:11](=[O:13])[CH3:12])[CH:5]=[C:6]([F:10])[C:7]=1[OH:8]. The yield is 0.910. (2) The reactants are C[O:2][C:3]([C:5]1[CH:6]=[C:7]([NH:11][C:12]2[N:17]=[C:16]([NH:18][C:19]3[CH:24]=[CH:23][CH:22]=[C:21]([C:25]([O:27]C)=[O:26])[CH:20]=3)[C:15]([F:29])=[CH:14][N:13]=2)[CH:8]=[CH:9][CH:10]=1)=[O:4].[OH-].[Na+]. The catalyst is C1COCC1.O.C(OCC)(=O)C. The product is [C:3]([C:5]1[CH:6]=[C:7]([NH:11][C:12]2[N:17]=[C:16]([NH:18][C:19]3[CH:24]=[CH:23][CH:22]=[C:21]([C:25]([OH:27])=[O:26])[CH:20]=3)[C:15]([F:29])=[CH:14][N:13]=2)[CH:8]=[CH:9][CH:10]=1)([OH:4])=[O:2]. The yield is 0.580. (3) The reactants are [OH:1][CH2:2][CH:3]1[CH2:6][N:5]([C:7]([O:9][C:10]([CH3:13])([CH3:12])[CH3:11])=[O:8])[CH2:4]1.C1(P(C2C=CC=CC=2)C2C=CC=CC=2)C=CC=CC=1.N(C(OCC)=O)=NC(OCC)=O.[CH3:45][N:46]1[CH:50]=[CH:49][C:48]([NH:51][C:52]2[C:61]3[C:56](=[CH:57][CH:58]=[C:59]([O:62][C:63]4[N:68]=[CH:67][C:66](O)=[CH:65][CH:64]=4)[CH:60]=3)[N:55]=[CH:54][N:53]=2)=[N:47]1. The catalyst is C(Cl)(Cl)Cl.O1CCCC1. The product is [CH3:45][N:46]1[CH:50]=[CH:49][C:48]([NH:51][C:52]2[C:61]3[C:56](=[CH:57][CH:58]=[C:59]([O:62][C:63]4[N:68]=[CH:67][C:66]([O:1][CH2:2][CH:3]5[CH2:6][N:5]([C:7]([O:9][C:10]([CH3:13])([CH3:12])[CH3:11])=[O:8])[CH2:4]5)=[CH:65][CH:64]=4)[CH:60]=3)[N:55]=[CH:54][N:53]=2)=[N:47]1. The yield is 0.900. (4) The reactants are [CH:1]1[C:10]2[C:5](=[CH:6][CH:7]=[CH:8][CH:9]=2)[CH:4]=[CH:3][C:2]=1[NH:11][C:12](=[O:18])[O:13][C:14]([CH3:17])([CH3:16])[CH3:15].C1C(=O)N([Br:26])C(=O)C1. The catalyst is CC#N. The product is [Br:26][C:1]1[C:10]2[C:5](=[CH:6][CH:7]=[CH:8][CH:9]=2)[CH:4]=[CH:3][C:2]=1[NH:11][C:12](=[O:18])[O:13][C:14]([CH3:15])([CH3:17])[CH3:16]. The yield is 0.900. (5) The reactants are [CH:1]([C:3]1[CH:18]=[CH:17][C:6]([O:7][C:8]2[N:9]=[CH:10][C:11]([C:14]([NH2:16])=[O:15])=[N:12][CH:13]=2)=[C:5]([CH3:19])[CH:4]=1)=O.[N:20]1[CH:25]=[CH:24][CH:23]=[C:22]([CH2:26][CH2:27][NH2:28])[CH:21]=1.[BH4-].[Na+]. The catalyst is CO. The product is [CH3:19][C:5]1[CH:4]=[C:3]([CH2:1][NH:28][CH2:27][CH2:26][C:22]2[CH:21]=[N:20][CH:25]=[CH:24][CH:23]=2)[CH:18]=[CH:17][C:6]=1[O:7][C:8]1[N:9]=[CH:10][C:11]([C:14]([NH2:16])=[O:15])=[N:12][CH:13]=1. The yield is 0.372.